Dataset: Forward reaction prediction with 1.9M reactions from USPTO patents (1976-2016). Task: Predict the product of the given reaction. Given the reactants [CH3:1][CH2:2][CH2:3][CH2:4][CH2:5]/[CH:6]=[CH:7]/[C:8]([CH2:10][CH2:11][C:12]1[CH:17]=[CH:16][C:15]([OH:18])=[C:14]([O:19][CH3:20])[CH:13]=1)=[O:9].[BH4-].[Na+], predict the reaction product. The product is: [OH:18][C:15]1[CH:16]=[CH:17][C:12]([CH2:11][CH2:10][CH:8]([OH:9])[CH:7]=[CH:6][CH2:5][CH2:4][CH2:3][CH2:2][CH3:1])=[CH:13][C:14]=1[O:19][CH3:20].